Dataset: Peptide-MHC class II binding affinity with 134,281 pairs from IEDB. Task: Regression. Given a peptide amino acid sequence and an MHC pseudo amino acid sequence, predict their binding affinity value. This is MHC class II binding data. The peptide sequence is ANGYFSGHVIPACKN. The MHC is DRB3_0202 with pseudo-sequence DRB3_0202. The binding affinity (normalized) is 0.255.